The task is: Predict the product of the given reaction.. This data is from Forward reaction prediction with 1.9M reactions from USPTO patents (1976-2016). (1) Given the reactants [N:1]1[CH:6]=[CH:5][CH:4]=[CH:3][C:2]=1[S:7]([CH:10]([NH:22][CH2:23][C:24]1[CH:29]=[CH:28][C:27]([C:30]2[S:31][CH:32]=[CH:33][N:34]=2)=[CH:26][CH:25]=1)[C:11]1[N:16]=[C:15]([NH:17][CH2:18][C:19]([OH:21])=O)[CH:14]=[CH:13][CH:12]=1)(=[O:9])=[O:8].[CH3:35][NH:36][CH3:37].O1CCCC1.F[P-](F)(F)(F)(F)F.N1C2C=CC=C(OC(N(C)C)=[N+](C)C)C=2N=N1.ON1C2C=CC=CC=2N=N1.C(=O)([O-])O.[Na+], predict the reaction product. The product is: [CH3:35][N:36]([CH3:37])[C:19](=[O:21])[CH2:18][NH:17][C:15]1[CH:14]=[CH:13][CH:12]=[C:11]([CH:10]([S:7]([C:2]2[CH:3]=[CH:4][CH:5]=[CH:6][N:1]=2)(=[O:9])=[O:8])[NH:22][CH2:23][C:24]2[CH:25]=[CH:26][C:27]([C:30]3[S:31][CH:32]=[CH:33][N:34]=3)=[CH:28][CH:29]=2)[N:16]=1. (2) Given the reactants Cl[C:2]1[N:7]=[C:6]([Cl:8])[CH:5]=[CH:4][N:3]=1.C([N:11]1[CH2:16][CH2:15][CH2:14][CH2:13][CH2:12]1)C, predict the reaction product. The product is: [Cl:8][C:6]1[CH:5]=[CH:4][N:3]=[C:2]([N:11]2[CH2:16][CH2:15][CH2:14][CH2:13][CH2:12]2)[N:7]=1. (3) Given the reactants Cl[C:2]1[CH:17]=[C:16]([CH:18]([CH3:20])[CH3:19])[C:5]([C:6]([NH:8][CH2:9][CH:10]2[CH2:15][CH2:14][CH2:13][CH2:12][CH2:11]2)=[O:7])=[CH:4][N:3]=1.[Br:21][C:22]1[CH:23]=[C:24]([CH:26]=[CH:27][CH:28]=1)[NH2:25], predict the reaction product. The product is: [Br:21][C:22]1[CH:23]=[C:24]([NH:25][C:2]2[CH:17]=[C:16]([CH:18]([CH3:20])[CH3:19])[C:5]([C:6]([NH:8][CH2:9][CH:10]3[CH2:15][CH2:14][CH2:13][CH2:12][CH2:11]3)=[O:7])=[CH:4][N:3]=2)[CH:26]=[CH:27][CH:28]=1. (4) The product is: [CH3:19][C:18]1[CH:20]=[CH:21][C:15]([S:12]([O:11][CH:8]2[CH2:9][CH2:10][C:5]3([O:4][CH2:3][CH2:2][O:1]3)[CH2:6][CH2:7]2)(=[O:14])=[O:13])=[CH:16][CH:17]=1. Given the reactants [O:1]1[C:5]2([CH2:10][CH2:9][CH:8]([OH:11])[CH2:7][CH2:6]2)[O:4][CH2:3][CH2:2]1.[S:12](Cl)([C:15]1[CH:21]=[CH:20][C:18]([CH3:19])=[CH:17][CH:16]=1)(=[O:14])=[O:13].O, predict the reaction product.